This data is from Forward reaction prediction with 1.9M reactions from USPTO patents (1976-2016). The task is: Predict the product of the given reaction. (1) Given the reactants [CH3:1][N:2]([CH3:8])[C:3](=[O:7])[C:4]([OH:6])=O.O.OC1C2N=NNC=2C=CC=1.[C:20]([O:24][C:25](=[O:59])[NH:26][C:27]1[N:32]=[CH:31][C:30]([C:33]2[N:41]=[C:40]3[C:36]([N:37]=[C:38]([N:47]4[CH2:52][CH2:51][NH:50][CH2:49][CH2:48]4)[N:39]3[CH2:42][C:43]([F:46])([F:45])[F:44])=[C:35]([N:53]3[CH2:58][CH2:57][O:56][CH2:55][CH2:54]3)[N:34]=2)=[CH:29][N:28]=1)([CH3:23])([CH3:22])[CH3:21].Cl.C(N=C=NCCCN(C)C)C.C(N(CC)CC)C, predict the reaction product. The product is: [C:20]([O:24][C:25](=[O:59])[NH:26][C:27]1[N:32]=[CH:31][C:30]([C:33]2[N:41]=[C:40]3[C:36]([N:37]=[C:38]([N:47]4[CH2:48][CH2:49][N:50]([C:4](=[O:6])[C:3]([N:2]([CH3:8])[CH3:1])=[O:7])[CH2:51][CH2:52]4)[N:39]3[CH2:42][C:43]([F:45])([F:46])[F:44])=[C:35]([N:53]3[CH2:58][CH2:57][O:56][CH2:55][CH2:54]3)[N:34]=2)=[CH:29][N:28]=1)([CH3:23])([CH3:21])[CH3:22]. (2) Given the reactants [F:1][C:2]1[C:3]([C:9]2[N:10]([CH:15]([CH3:17])[CH3:16])[C:11]([CH3:14])=[N:12][CH:13]=2)=[N:4][C:5]([NH2:8])=[N:6][CH:7]=1.[Cl:18][C:19]1[CH:33]=[CH:32][C:22]([C:23]([N:25]2[CH2:30][CH2:29][N:28]([CH3:31])[CH2:27][CH2:26]2)=[O:24])=[C:21]([O:34][CH3:35])[CH:20]=1.C(=O)([O-])[O-].[Cs+].[Cs+].CC1(C)C2C(=C(P(C3C=CC=CC=3)C3C=CC=CC=3)C=CC=2)OC2C(P(C3C=CC=CC=3)C3C=CC=CC=3)=CC=CC1=2.Cl.CCOCC, predict the reaction product. The product is: [ClH:18].[F:1][C:2]1[C:3]([C:9]2[N:10]([CH:15]([CH3:17])[CH3:16])[C:11]([CH3:14])=[N:12][CH:13]=2)=[N:4][C:5]([NH:8][C:19]2[CH:33]=[CH:32][C:22]([C:23]([N:25]3[CH2:26][CH2:27][N:28]([CH3:31])[CH2:29][CH2:30]3)=[O:24])=[C:21]([O:34][CH3:35])[CH:20]=2)=[N:6][CH:7]=1. (3) The product is: [BrH:1].[Br:1][C:2]1[CH:3]=[C:4]2[C:9](=[CH:10][CH:11]=1)[C:8](=[O:12])[NH:7][C:6](=[O:13])[C:5]2=[CH:14][NH:23][CH2:22][C:21]1[CH:24]=[CH:25][C:26]([OH:27])=[C:19]([OH:18])[CH:20]=1. Given the reactants [Br:1][C:2]1[CH:3]=[C:4]2[C:9](=[CH:10][CH:11]=1)[C:8](=[O:12])[NH:7][C:6](=[O:13])[C:5]2=[CH:14]OC.Br.[OH:18][C:19]1[CH:20]=[C:21]([CH:24]=[CH:25][C:26]=1[OH:27])[CH2:22][NH2:23].C(N(CC)CC)C, predict the reaction product. (4) Given the reactants Br[C:2]1[CH:3]=[CH:4][C:5]2[NH:11][C:10](=[O:12])[CH2:9][O:8][C:7]([CH2:18][CH3:19])([C:13]3[CH:17]=[CH:16][S:15][CH:14]=3)[C:6]=2[CH:20]=1.[Cl:21][C:22]1[CH:23]=[C:24](B(O)O)[CH:25]=[CH:26][C:27]=1[F:28], predict the reaction product. The product is: [Cl:21][C:22]1[CH:23]=[C:24]([C:2]2[CH:3]=[CH:4][C:5]3[NH:11][C:10](=[O:12])[CH2:9][O:8][C:7]([CH2:18][CH3:19])([C:13]4[CH:17]=[CH:16][S:15][CH:14]=4)[C:6]=3[CH:20]=2)[CH:25]=[CH:26][C:27]=1[F:28]. (5) Given the reactants [CH3:1][N:2]1[CH2:7][CH2:6][CH:5]([C:8]2[C:17]3[C:12](=[CH:13][CH:14]=[C:15](OS(C(F)(F)F)(=O)=O)[CH:16]=3)[CH:11]=[CH:10][CH:9]=2)[CH2:4][CH2:3]1.[Cl:26][C:27]1[CH:34]=[CH:33]C(CN)=[CH:29][CH:28]=1.C([N:37]([CH2:40][CH3:41])[CH2:38]C)C.[C]=[O:43], predict the reaction product. The product is: [Cl:26][C:27]1[CH:34]=[CH:33][C:41]([CH2:40][NH:37][C:38]([C:15]2[CH:16]=[C:17]3[C:12]([CH:11]=[CH:10][CH:9]=[C:8]3[CH:5]3[CH2:6][CH2:7][N:2]([CH3:1])[CH2:3][CH2:4]3)=[CH:13][CH:14]=2)=[O:43])=[CH:29][CH:28]=1. (6) The product is: [F:26][C:27]([F:46])([F:45])[S:28]([O:25][C:19]1[CH2:18][CH:17]([O:16][Si:9]([C:12]([CH3:15])([CH3:14])[CH3:13])([CH3:11])[CH3:10])[C:22]([CH3:24])([CH3:23])[CH2:21][CH:20]=1)(=[O:30])=[O:29]. Given the reactants [Li+].CC([N-]C(C)C)C.[Si:9]([O:16][CH:17]1[C:22]([CH3:24])([CH3:23])[CH2:21][CH2:20][C:19](=[O:25])[CH2:18]1)([C:12]([CH3:15])([CH3:14])[CH3:13])([CH3:11])[CH3:10].[F:26][C:27]([F:46])([F:45])[S:28](N(C1C=CC=CC=1)[S:28]([C:27]([F:46])([F:45])[F:26])(=[O:30])=[O:29])(=[O:30])=[O:29], predict the reaction product.